From a dataset of Forward reaction prediction with 1.9M reactions from USPTO patents (1976-2016). Predict the product of the given reaction. (1) Given the reactants [CH3:1][C:2]1[CH:10]=[CH:9][C:5]2[S:6][CH:7]=[CH:8][C:4]=2[CH:3]=1.[CH:11](=[O:18])[C:12]1[CH:17]=[CH:16][CH:15]=[CH:14][CH:13]=1, predict the reaction product. The product is: [CH3:1][C:2]1[CH:10]=[CH:9][C:5]2[S:6][C:7]([CH:11]([C:12]3[CH:17]=[CH:16][CH:15]=[CH:14][CH:13]=3)[OH:18])=[CH:8][C:4]=2[CH:3]=1. (2) Given the reactants [Cl:1][C:2]1[CH:23]=[C:22]([Cl:24])[CH:21]=[CH:20][C:3]=1[O:4][CH2:5][C:6]1[CH:7]=[C:8]([CH2:16][CH2:17][CH2:18][OH:19])[CH:9]=[C:10]([O:12][CH:13]([CH3:15])[CH3:14])[CH:11]=1.O[C:26]1[CH:30]=[C:29]([CH2:31][CH2:32][C:33]([O:35]CC)=[O:34])[N:28]([CH3:38])[N:27]=1.C(P(CCCC)CCCC)CCC.N(C(N1CCCCC1)=O)=NC(N1CCCCC1)=O.O1CCCC1CCO.[OH-].[Na+].Cl, predict the reaction product. The product is: [Cl:1][C:2]1[CH:23]=[C:22]([Cl:24])[CH:21]=[CH:20][C:3]=1[O:4][CH2:5][C:6]1[CH:7]=[C:8]([CH2:16][CH2:17][CH2:18][O:19][C:26]2[CH:30]=[C:29]([CH2:31][CH2:32][C:33]([OH:35])=[O:34])[N:28]([CH3:38])[N:27]=2)[CH:9]=[C:10]([O:12][CH:13]([CH3:15])[CH3:14])[CH:11]=1. (3) Given the reactants [C:1]([OH:12])(=[O:11])/[CH:2]=[CH:3]/[CH2:4][CH2:5][CH2:6][CH2:7][CH2:8][CH2:9][CH3:10].[CH2:13]([N:15]([CH2:19][CH3:20])[CH2:16][CH2:17]O)[CH3:14], predict the reaction product. The product is: [C:1]([O:12][CH2:14][CH2:13][N:15]([CH2:19][CH3:20])[CH2:16][CH3:17])(=[O:11])/[CH:2]=[CH:3]/[CH2:4][CH2:5][CH2:6][CH2:7][CH2:8][CH2:9][CH3:10]. (4) Given the reactants C([O:4][CH2:5][C:6]1[C:7]([N:27]2[CH2:38][CH2:37][N:36]3[C:29](=[CH:30][C:31]4[CH2:32][C:33]([CH3:40])([CH3:39])[CH2:34][C:35]=43)[C:28]2=[O:41])=[N:8][CH:9]=[CH:10][C:11]=1[C:12]1[CH:17]=[C:16]([NH:18][C:19]2[CH:24]=[N:23][CH:22]=[CH:21][N:20]=2)[C:15](=[O:25])[N:14]([CH3:26])[CH:13]=1)(=O)C.[OH-].[Li+], predict the reaction product. The product is: [OH:4][CH2:5][C:6]1[C:7]([N:27]2[CH2:38][CH2:37][N:36]3[C:35]4[CH2:34][C:33]([CH3:39])([CH3:40])[CH2:32][C:31]=4[CH:30]=[C:29]3[C:28]2=[O:41])=[N:8][CH:9]=[CH:10][C:11]=1[C:12]1[CH:17]=[C:16]([NH:18][C:19]2[CH:24]=[N:23][CH:22]=[CH:21][N:20]=2)[C:15](=[O:25])[N:14]([CH3:26])[CH:13]=1. (5) Given the reactants C1(C)C=CC=CC=1.C(OC([O:13][CH2:14][C:15]1[CH:20]=[C:19]([O:21][CH3:22])[C:18]([B:23]([OH:25])[OH:24])=[C:17]([O:26][CH3:27])[CH:16]=1)C)C.Cl, predict the reaction product. The product is: [OH:13][CH2:14][C:15]1[CH:16]=[C:17]([O:26][CH3:27])[C:18]([B:23]([OH:24])[OH:25])=[C:19]([O:21][CH3:22])[CH:20]=1. (6) Given the reactants [N:1]1[C:10]2[C:5](=[CH:6][CH:7]=[CH:8][CH:9]=2)[CH:4]=[C:3]([O:11][C:12]2[CH:17]=[CH:16][CH:15]=[CH:14][C:13]=2[C:18](=O)[CH3:19])[CH:2]=1.Cl.[NH2:22][OH:23].Cl, predict the reaction product. The product is: [N:1]1[C:10]2[C:5](=[CH:6][CH:7]=[CH:8][CH:9]=2)[CH:4]=[C:3]([O:11][C:12]2[CH:17]=[CH:16][CH:15]=[CH:14][C:13]=2[C:18](=[N:22][OH:23])[CH3:19])[CH:2]=1. (7) Given the reactants [I:1][C:2]1[CH:7]=[CH:6][C:5]([C:8]([C:17]2[CH:22]=[CH:21][C:20]([I:23])=[CH:19][CH:18]=2)([C:10]2[CH:15]=[CH:14][C:13]([I:16])=[CH:12][CH:11]=2)O)=[CH:4][CH:3]=1.[C:24]1([OH:30])[CH:29]=[CH:28][CH:27]=[CH:26][CH:25]=1.S(=O)(=O)(O)O.[OH-].[Na+], predict the reaction product. The product is: [OH:30][C:24]1[CH:29]=[CH:28][C:27]([C:8]([C:17]2[CH:22]=[CH:21][C:20]([I:23])=[CH:19][CH:18]=2)([C:10]2[CH:15]=[CH:14][C:13]([I:16])=[CH:12][CH:11]=2)[C:5]2[CH:6]=[CH:7][C:2]([I:1])=[CH:3][CH:4]=2)=[CH:26][CH:25]=1. (8) The product is: [F:1][C:2]1[C:8]([O:9][CH3:10])=[CH:7][C:5]([NH2:6])=[C:4]([NH2:11])[CH:3]=1. Given the reactants [F:1][C:2]1[C:8]([O:9][CH3:10])=[CH:7][C:5]([NH2:6])=[C:4]([N+:11]([O-])=O)[CH:3]=1, predict the reaction product.